From a dataset of Forward reaction prediction with 1.9M reactions from USPTO patents (1976-2016). Predict the product of the given reaction. (1) The product is: [F:1][C:2]1[CH:7]=[CH:6][C:5]([F:8])=[CH:4][C:3]=1[C:9]1[CH2:13][N:12]([C:14]([N:16]([C@H:17]2[CH2:22][CH2:21][NH:20][CH2:19][C@H:18]2[F:33])[CH3:34])=[O:15])[C@:11]([CH2:41][OH:42])([C:35]2[CH:40]=[CH:39][CH:38]=[CH:37][CH:36]=2)[CH:10]=1. Given the reactants [F:1][C:2]1[CH:7]=[CH:6][C:5]([F:8])=[CH:4][C:3]=1[C:9]1[CH2:13][N:12]([C:14]([N:16]([CH3:34])[C@H:17]2[CH2:22][CH2:21][N:20](C(OCC3C=CC=CC=3)=O)[CH2:19][C@H:18]2[F:33])=[O:15])[C@:11]([CH2:41][OH:42])([C:35]2[CH:40]=[CH:39][CH:38]=[CH:37][CH:36]=2)[CH:10]=1.C1CC=CCC=1, predict the reaction product. (2) Given the reactants S(Cl)([Cl:3])=O.[C:5]1([C:11]2[N:12]=[C:13]([CH2:16]O)[NH:14][CH:15]=2)[CH:10]=[CH:9][CH:8]=[CH:7][CH:6]=1, predict the reaction product. The product is: [Cl:3][CH2:16][C:13]1[NH:14][CH:15]=[C:11]([C:5]2[CH:10]=[CH:9][CH:8]=[CH:7][CH:6]=2)[N:12]=1. (3) Given the reactants C[Si]([N-][Si](C)(C)C)(C)C.[Li+].[F:11][C:12]1[CH:17]=[CH:16][C:15]([N:18]2[CH2:23][CH2:22][N:21]([S:24]([CH3:27])(=[O:26])=[O:25])[CH2:20][CH2:19]2)=[CH:14][CH:13]=1.C(OP(Cl)(O[CH2:34][CH3:35])=O)C.[C:37](C(N)C=O)([O:39][C:40]([CH3:43])([CH3:42])[CH3:41])=[O:38].[Cl-].[NH4+:49], predict the reaction product. The product is: [F:11][C:12]1[CH:13]=[CH:14][C:15]([N:18]2[CH2:23][CH2:22][N:21]([S:24]([CH:27]=[CH:35][CH2:34][NH:49][C:37]([O:39][C:40]([CH3:41])([CH3:42])[CH3:43])=[O:38])(=[O:25])=[O:26])[CH2:20][CH2:19]2)=[CH:16][CH:17]=1. (4) Given the reactants C([Li])CCC.[CH3:6][C:7]1[S:8][CH:9]=[CH:10][N:11]=1.Cl[Sn:13]([CH3:16])([CH3:15])[CH3:14], predict the reaction product. The product is: [CH3:6][C:7]1[S:8][C:9]([Sn:13]([CH3:16])([CH3:15])[CH3:14])=[CH:10][N:11]=1. (5) The product is: [C:1]([NH:4][C:5]([CH2:16][CH2:17][C:18]1[CH:23]=[CH:22][C:21]([O:24][C:25]2[CH:30]=[CH:29][C:28]([C:31]3[NH:42][C:34]([CH3:35])=[CH:33][CH:32]=3)=[CH:27][CH:26]=2)=[CH:20][CH:19]=1)([C:6]([O:8][CH2:9][CH3:10])=[O:7])[C:11]([O:13][CH2:14][CH3:15])=[O:12])(=[O:3])[CH3:2]. Given the reactants [C:1]([NH:4][C:5]([CH2:16][CH2:17][C:18]1[CH:23]=[CH:22][C:21]([O:24][C:25]2[CH:30]=[CH:29][C:28]([C:31](=O)[CH2:32][CH2:33][C:34](=O)[CH3:35])=[CH:27][CH:26]=2)=[CH:20][CH:19]=1)([C:11]([O:13][CH2:14][CH3:15])=[O:12])[C:6]([O:8][CH2:9][CH3:10])=[O:7])(=[O:3])[CH3:2].C([O-])(=O)C.[NH4+:42], predict the reaction product.